This data is from Forward reaction prediction with 1.9M reactions from USPTO patents (1976-2016). The task is: Predict the product of the given reaction. Given the reactants [Br:1][C:2]1[CH:7]=[CH:6][C:5]([CH:8]2[CH2:14][C:13](=O)O[C:10](=O)[CH2:9]2)=[CH:4][CH:3]=1.[CH2:16]([NH2:23])[C:17]1[CH:22]=[CH:21][CH:20]=[CH:19][CH:18]=1, predict the reaction product. The product is: [CH2:16]([N:23]1[CH2:13][CH2:14][CH:8]([C:5]2[CH:6]=[CH:7][C:2]([Br:1])=[CH:3][CH:4]=2)[CH2:9][CH2:10]1)[C:17]1[CH:22]=[CH:21][CH:20]=[CH:19][CH:18]=1.